Dataset: Forward reaction prediction with 1.9M reactions from USPTO patents (1976-2016). Task: Predict the product of the given reaction. (1) Given the reactants [C:1]([O:5][C:6]([N:8]1[CH2:13][CH2:12][CH:11]([N:14]2[CH:18]=[C:17]([C:19]3[CH:20]=[N:21][C:22]([NH2:34])=[C:23](B4OC(C)(C)C(C)(C)O4)[CH:24]=3)[CH:16]=[N:15]2)[CH2:10][CH2:9]1)=[O:7])([CH3:4])([CH3:3])[CH3:2].[CH3:35][C:36]1[CH:37]=[C:38]2[C:43](=[CH:44][CH:45]=1)[CH:42]=[N:41][C:40](OS(C(F)(F)F)(=O)=O)=[CH:39]2.O1CCOCC1.C([O-])([O-])=O.[Cs+].[Cs+].O, predict the reaction product. The product is: [C:1]([O:5][C:6]([N:8]1[CH2:13][CH2:12][CH:11]([N:14]2[CH:18]=[C:17]([C:19]3[CH:20]=[N:21][C:22]([NH2:34])=[C:23]([C:40]4[N:41]=[CH:42][C:43]5[C:38]([CH:39]=4)=[CH:37][C:36]([CH3:35])=[CH:45][CH:44]=5)[CH:24]=3)[CH:16]=[N:15]2)[CH2:10][CH2:9]1)=[O:7])([CH3:3])([CH3:4])[CH3:2]. (2) Given the reactants [Cl-].[CH3:2][O:3][C:4]([C@:6]1([CH3:11])[CH2:10][CH2:9][CH2:8][NH2+:7]1)=[O:5].[Cl-].[C:13]([CH2:16][S:17][C:18]1[N:22]([CH3:23])[C:21]2[CH:24]=[CH:25][CH:26]=[CH:27][C:20]=2[NH+:19]=1)(O)=[O:14].O.ON1C2C=CC=CC=2N=N1.C(N(CC)CC)C.C(Cl)CCl, predict the reaction product. The product is: [CH3:11][C@@:6]1([C:4]([O:3][CH3:2])=[O:5])[CH2:10][CH2:9][CH2:8][N:7]1[C:13](=[O:14])[CH2:16][S:17][C:18]1[N:22]([CH3:23])[C:21]2[CH:24]=[CH:25][CH:26]=[CH:27][C:20]=2[N:19]=1. (3) The product is: [C:1]([O:5][C:6]1[CH:7]=[CH:8][C:9]([CH:10]2[CH2:11][O:16]2)=[CH:12][CH:13]=1)([CH3:4])([CH3:2])[CH3:3]. Given the reactants [C:1]([O:5][C:6]1[CH:13]=[CH:12][C:9]([CH:10]=[CH2:11])=[CH:8][CH:7]=1)([CH3:4])([CH3:3])[CH3:2].C(OO)(=[O:16])C.C(O)(=O)C, predict the reaction product.